This data is from Full USPTO retrosynthesis dataset with 1.9M reactions from patents (1976-2016). The task is: Predict the reactants needed to synthesize the given product. (1) Given the product [NH2:32][C:28]1[CH:27]=[C:26]([CH:10]([C:2]2[O:1][C:5]3[CH:6]=[CH:7][CH:8]=[CH:9][C:4]=3[CH:3]=2)[NH:11][S:12]([C:15]2[CH:25]=[CH:24][C:18]3[O:19][CH2:20][CH2:21][CH2:22][O:23][C:17]=3[CH:16]=2)(=[O:14])=[O:13])[CH:31]=[CH:30][CH:29]=1, predict the reactants needed to synthesize it. The reactants are: [O:1]1[C:5]2[CH:6]=[CH:7][CH:8]=[CH:9][C:4]=2[CH:3]=[C:2]1[CH:10]([C:26]1[CH:31]=[CH:30][CH:29]=[C:28]([N+:32]([O-])=O)[CH:27]=1)[NH:11][S:12]([C:15]1[CH:25]=[CH:24][C:18]2[O:19][CH2:20][CH2:21][CH2:22][O:23][C:17]=2[CH:16]=1)(=[O:14])=[O:13].C(O)C.[Cl-].[NH4+]. (2) Given the product [CH3:1][NH:2][C:3]([C:5]1[CH:6]=[C:7]([CH2:11][CH2:12][C:13]([O:15][CH3:16])=[O:14])[CH:8]=[CH:9][CH:10]=1)=[O:4], predict the reactants needed to synthesize it. The reactants are: [CH3:1][NH:2][C:3]([C:5]1[CH:6]=[C:7](/[CH:11]=[CH:12]/[C:13]([O:15][CH3:16])=[O:14])[CH:8]=[CH:9][CH:10]=1)=[O:4].[H][H]. (3) Given the product [C:1]1([CH3:22])[CH:2]=[CH:3][C:4]([NH:7][CH:8]2[C@@H:13]3[CH2:14][C@@H:10]([CH2:11][NH:12]3)[CH2:9]2)=[CH:5][CH:6]=1, predict the reactants needed to synthesize it. The reactants are: [C:1]1([CH3:22])[CH:6]=[CH:5][C:4]([NH:7][CH:8]2[C@@H:13]3[CH2:14][C@@H:10]([CH2:11][N:12]3C(OC(C)(C)C)=O)[CH2:9]2)=[CH:3][CH:2]=1.Cl.